From a dataset of Catalyst prediction with 721,799 reactions and 888 catalyst types from USPTO. Predict which catalyst facilitates the given reaction. (1) Reactant: [Cl:1][CH2:2][CH2:3][CH2:4][CH2:5][N:6]1[CH:11]=[CH:10][C:9]([C:12]2[CH:17]=[CH:16][CH:15]=[C:14]([CH3:18])[N:13]=2)=[N:8][C:7]1=[O:19].[F:20][C:21]([F:35])([F:34])[C:22]1[CH:27]=[CH:26][C:25]([C@:28]23[CH2:33][C@H:32]2[CH2:31][NH:30][CH2:29]3)=[CH:24][CH:23]=1.CCN(C(C)C)C(C)C. Product: [ClH:1].[ClH:1].[CH3:18][C:14]1[N:13]=[C:12]([C:9]2[CH:10]=[CH:11][N:6]([CH2:5][CH2:4][CH2:3][CH2:2][N:30]3[CH2:31][C@H:32]4[C@:28]([C:25]5[CH:24]=[CH:23][C:22]([C:21]([F:20])([F:35])[F:34])=[CH:27][CH:26]=5)([CH2:33]4)[CH2:29]3)[C:7](=[O:19])[N:8]=2)[CH:17]=[CH:16][CH:15]=1. The catalyst class is: 14. (2) Reactant: [Cl:1][C:2]1[C:10]([C:11]#[N:12])=[CH:9][CH:8]=[C:7]2[C:3]=1[CH:4]=[C:5]([C:18]([O:20]CC)=[O:19])[N:6]2[CH2:13][C:14]([F:17])([F:16])[F:15].[OH-].[Na+]. Product: [Cl:1][C:2]1[C:10]([C:11]#[N:12])=[CH:9][CH:8]=[C:7]2[C:3]=1[CH:4]=[C:5]([C:18]([OH:20])=[O:19])[N:6]2[CH2:13][C:14]([F:17])([F:16])[F:15]. The catalyst class is: 36. (3) Reactant: [NH:1]1[CH2:5][CH2:4][C@@H:3]([NH:6][C:7](=[O:13])[O:8][C:9]([CH3:12])([CH3:11])[CH3:10])[CH2:2]1.C(N(CC)CC)C.Cl[C:22]1[C:31]2[C:26](=[CH:27][C:28]([CH3:32])=[CH:29][CH:30]=2)[N:25]=[C:24]([C:33]2[C:38]([F:39])=[CH:37][CH:36]=[CH:35][C:34]=2[OH:40])[N:23]=1. Product: [F:39][C:38]1[CH:37]=[CH:36][CH:35]=[C:34]([OH:40])[C:33]=1[C:24]1[N:23]=[C:22]([N:1]2[CH2:5][CH2:4][C@@H:3]([NH:6][C:7](=[O:13])[O:8][C:9]([CH3:10])([CH3:12])[CH3:11])[CH2:2]2)[C:31]2[C:26](=[CH:27][C:28]([CH3:32])=[CH:29][CH:30]=2)[N:25]=1. The catalyst class is: 2. (4) Reactant: C[O:2][C:3](=[O:25])[CH2:4][O:5][C:6]1[CH:11]=[CH:10][C:9]([O:12][CH2:13][C:14]#[C:15][C:16]2[CH:21]=[C:20]([Br:22])[CH:19]=[C:18]([Br:23])[CH:17]=2)=[CH:8][C:7]=1[CH3:24]. Product: [Br:22][C:20]1[CH:21]=[C:16]([C:15]#[C:14][CH2:13][O:12][C:9]2[CH:10]=[CH:11][C:6]([O:5][CH2:4][C:3]([OH:25])=[O:2])=[C:7]([CH3:24])[CH:8]=2)[CH:17]=[C:18]([Br:23])[CH:19]=1. The catalyst class is: 494.